Predict the reaction yield, written as a fraction of the theoretical maximum amount of product (1.0 means a 100% yield; for example, 0.34 means a 34% yield). From a dataset of Reaction yield outcomes from USPTO patents with 853,638 reactions. (1) The reactants are [CH2:1]([C:8]1([OH:31])[CH2:13][CH2:12][N:11]([CH2:14][CH2:15][NH:16][C:17]([NH:19][C:20]2[C:29]3[C:24](=[CH:25][CH:26]=[CH:27][CH:28]=3)[N:23]=[C:22]([CH3:30])[CH:21]=2)=[O:18])[CH2:10][CH2:9]1)[C:2]1[CH:7]=[CH:6][CH:5]=[CH:4][CH:3]=1.[CH2:32]([C:38]([OH:40])=[O:39])[C@H:33]([OH:37])[C:34]([OH:36])=[O:35]. The yield is 0.710. The product is [C:34]([OH:36])(=[O:35])[CH:33]([CH2:32][C:38]([OH:40])=[O:39])[OH:37].[CH2:1]([C:8]1([OH:31])[CH2:9][CH2:10][N:11]([CH2:14][CH2:15][NH:16][C:17]([NH:19][C:20]2[C:29]3[C:24](=[CH:25][CH:26]=[CH:27][CH:28]=3)[N:23]=[C:22]([CH3:30])[CH:21]=2)=[O:18])[CH2:12][CH2:13]1)[C:2]1[CH:7]=[CH:6][CH:5]=[CH:4][CH:3]=1. The catalyst is CC(C)=O. (2) The reactants are FC(F)(F)S(O[C:7]1[CH:8]=[CH:9][C:10]2[O:14][C:13]([C:15]3[CH:20]=[CH:19][C:18]([F:21])=[CH:17][CH:16]=3)=[C:12]([C:22](=[O:25])[NH:23][CH3:24])[C:11]=2[CH:26]=1)(=O)=O.O1CCOCC1.B([C:38]1[CH:39]=[C:40]([Cl:47])[CH:41]=[C:42]([CH:46]=1)[C:43]([OH:45])=[O:44])(O)O.C(=O)([O-])[O-].[Cs+].[Cs+]. The catalyst is Cl.C1C=CC([P]([Pd]([P](C2C=CC=CC=2)(C2C=CC=CC=2)C2C=CC=CC=2)([P](C2C=CC=CC=2)(C2C=CC=CC=2)C2C=CC=CC=2)[P](C2C=CC=CC=2)(C2C=CC=CC=2)C2C=CC=CC=2)(C2C=CC=CC=2)C2C=CC=CC=2)=CC=1.O. The product is [Cl:47][C:40]1[CH:41]=[C:42]([CH:46]=[C:38]([C:7]2[CH:8]=[CH:9][C:10]3[O:14][C:13]([C:15]4[CH:20]=[CH:19][C:18]([F:21])=[CH:17][CH:16]=4)=[C:12]([C:22](=[O:25])[NH:23][CH3:24])[C:11]=3[CH:26]=2)[CH:39]=1)[C:43]([OH:45])=[O:44]. The yield is 1.00. (3) The reactants are [C:1]1(=[O:7])[CH2:6][CH2:5][CH2:4][CH2:3][CH2:2]1.[CH2:8](O)[CH:9]=[CH2:10].COC(OC)(C)C. The catalyst is C1(C)C=CC=CC=1.CC1C=CC(S(O)(=O)=O)=CC=1.O. The product is [CH2:10]([CH:2]1[CH2:3][CH2:4][CH2:5][CH2:6][C:1]1=[O:7])[CH:9]=[CH2:8]. The yield is 0.720. (4) The reactants are [C:1]([C:4]1[CH:9]=[C:8]([I:10])[CH:7]=[C:6]([CH3:11])[C:5]=1[NH:12]C(=O)C(F)(F)F)(=[O:3])[CH3:2].[OH-].[Na+].O. The catalyst is CO. The product is [NH2:12][C:5]1[C:6]([CH3:11])=[CH:7][C:8]([I:10])=[CH:9][C:4]=1[C:1](=[O:3])[CH3:2]. The yield is 0.950.